This data is from Forward reaction prediction with 1.9M reactions from USPTO patents (1976-2016). The task is: Predict the product of the given reaction. (1) Given the reactants Cl[C:2]1[N:7]=[C:6]([NH:8][C:9]2[CH:13]=[C:12]([CH3:14])[N:11](C3CCCCO3)[N:10]=2)[C:5]([Cl:21])=[CH:4][N:3]=1.C(OC([N:29]1[CH2:34][CH2:33][CH:32]([C:35]2[C:44]3[C:39](=[CH:40][CH:41]=[CH:42][CH:43]=3)[C:38]([NH2:45])=[CH:37][CH:36]=2)[CH2:31][CH2:30]1)=O)(C)(C)C.C(=O)([O-])[O-].[Cs+].[Cs+], predict the reaction product. The product is: [Cl:21][C:5]1[C:6]([NH:8][C:9]2[CH:13]=[C:12]([CH3:14])[NH:11][N:10]=2)=[N:7][C:2]([NH:45][C:38]2[C:39]3[C:44](=[CH:43][CH:42]=[CH:41][CH:40]=3)[C:35]([CH:32]3[CH2:31][CH2:30][NH:29][CH2:34][CH2:33]3)=[CH:36][CH:37]=2)=[N:3][CH:4]=1. (2) Given the reactants [O:1]=[CH:2][CH2:3][C:4]#[N:5].[F:6][C:7]([F:18])([F:17])[C:8]1[C:13]([C:14](O)=O)=[CH:12][N:11]=[CH:10][CH:9]=1.CN(C(O[N:27]1N=[N:34][C:29]2C=[CH:31][CH:32]=[N:33][C:28]1=2)=[N+](C)C)C.F[P-](F)(F)(F)(F)F.CCN(C(C)C)C(C)C.COC1C=CC(P2(SP(C3C=CC(OC)=CC=3)(=S)S2)=S)=CC=1.[OH-].[Na+].[C:76]([CH2:78][C:79](O)=O)#[N:77], predict the reaction product. The product is: [C:14]1([C@@H:13]2[C@H:8]([C:7]([F:18])([F:17])[F:6])[CH2:9][CH2:10][N:11]([C:2](=[O:1])[CH2:3][C:4]#[N:5])[CH2:12]2)[N:34]2[C:29]3[CH:31]=[CH:32][NH:33][C:28]=3[N:27]=[CH:79][C:78]2=[CH:76][N:77]=1. (3) Given the reactants [CH3:1][O:2][C:3]1[CH:11]=[CH:10][CH:9]=[CH:8][C:4]=1[C:5](O)=[O:6].S(Cl)([Cl:14])=O.CN(C)C=O, predict the reaction product. The product is: [CH3:1][O:2][C:3]1[CH:11]=[CH:10][CH:9]=[CH:8][C:4]=1[C:5]([Cl:14])=[O:6].